Task: Predict the reaction yield, written as a fraction of the theoretical maximum amount of product (1.0 means a 100% yield; for example, 0.34 means a 34% yield).. Dataset: Reaction yield outcomes from USPTO patents with 853,638 reactions (1) The reactants are [Cl:1][C:2]1[N:7]=[C:6]([NH:8]C(=O)C(C)(C)C)[CH:5]=[CH:4][C:3]=1[CH3:15].C([O-])(O)=O.[Na+]. The catalyst is Cl. The product is [Cl:1][C:2]1[N:7]=[C:6]([NH2:8])[CH:5]=[CH:4][C:3]=1[CH3:15]. The yield is 0.360. (2) The reactants are C(=O)(SC)O[O:3][CH:4]([O:8][C:9](=[O:13])[CH:10]([CH3:12])[CH3:11])[CH:5]([CH3:7])[CH3:6].[OH:17][N:18]1[C:22](=[O:23])[C@H:21]([O:24][C:25](=[O:32])[C:26]2[CH:31]=[CH:30][CH:29]=[CH:28][CH:27]=2)[C@@H:20]([O:33][C:34](=[O:41])[C:35]2[CH:40]=[CH:39][CH:38]=[CH:37][CH:36]=2)[C:19]1=[O:42].[C:43](OO)(=[O:45])C.C(O)(=O)C. The catalyst is ClCCCl. The product is [CH3:12][CH:10]([CH3:11])[C:9]([O:8][C@@H:4]([O:3][C:43]([O:17][N:18]1[C:22](=[O:23])[C@H:21]([O:24][C:25](=[O:32])[C:26]2[CH:27]=[CH:28][CH:29]=[CH:30][CH:31]=2)[C@@H:20]([O:33][C:34](=[O:41])[C:35]2[CH:40]=[CH:39][CH:38]=[CH:37][CH:36]=2)[C:19]1=[O:42])=[O:45])[CH:5]([CH3:6])[CH3:7])=[O:13]. The yield is 0.250. (3) The reactants are Cl[C:2]1[C:11]2[C:6](=[CH:7][C:8]3[CH:15]=[C:14]([O:16][CH3:17])[C:13]([O:18][CH3:19])=[CH:12][C:9]=3[CH:10]=2)[N:5]=[CH:4][C:3]=1[C:20]#[N:21].[O:22]([C:29]1[CH:35]=[CH:34][C:32]([NH2:33])=[CH:31][CH:30]=1)[C:23]1[CH:28]=[CH:27][CH:26]=[CH:25][CH:24]=1.Cl.N1C=CC=CC=1.C(=O)([O-])[O-].[Na+].[Na+]. The catalyst is C(OCCO)C.O. The product is [CH3:19][O:18][C:13]1[C:14]([O:16][CH3:17])=[CH:15][C:8]2[CH:7]=[C:6]3[C:11]([C:2]([NH:33][C:32]4[CH:31]=[CH:30][C:29]([O:22][C:23]5[CH:28]=[CH:27][CH:26]=[CH:25][CH:24]=5)=[CH:35][CH:34]=4)=[C:3]([C:20]#[N:21])[CH:4]=[N:5]3)=[CH:10][C:9]=2[CH:12]=1. The yield is 0.635. (4) The reactants are [Cl:1][C:2]1[C:7]([CH:8]=C)=[CH:6][N:5]=[C:4]([NH:10][C:11](=[O:13])[CH3:12])[CH:3]=1.N1C(C)=CC=CC=1C.CC([OH:26])(C)C.I([O-])(=O)(=O)=O.[Na+]. The catalyst is O1CCOCC1.O.[Os](=O)(=O)(=O)=O. The product is [Cl:1][C:2]1[C:7]([CH:8]=[O:26])=[CH:6][N:5]=[C:4]([NH:10][C:11](=[O:13])[CH3:12])[CH:3]=1. The yield is 0.920. (5) The reactants are [NH2:1][C:2]1[CH:10]=[C:9]2[C:5]([CH:6]=[N:7][N:8]2[CH2:11][CH2:12][N:13]2[CH2:17][CH2:16][O:15][C:14]2=[O:18])=[CH:4][CH:3]=1.[CH2:19]([O:26][C:27]1[CH:32]=[CH:31][C:30]([CH2:33][C:34](O)=[O:35])=[CH:29][CH:28]=1)[C:20]1[CH:25]=[CH:24][CH:23]=[CH:22][CH:21]=1.Cl.C(N=C=NC(C)(C)CC)C.ON1C2C=CC=CC=2N=N1.CN1CCOCC1. The catalyst is CN(C=O)C. The product is [CH2:19]([O:26][C:27]1[CH:28]=[CH:29][C:30]([CH2:33][C:34]([NH:1][C:2]2[CH:10]=[C:9]3[C:5]([CH:6]=[N:7][N:8]3[CH2:11][CH2:12][N:13]3[CH2:17][CH2:16][O:15][C:14]3=[O:18])=[CH:4][CH:3]=2)=[O:35])=[CH:31][CH:32]=1)[C:20]1[CH:21]=[CH:22][CH:23]=[CH:24][CH:25]=1. The yield is 0.520. (6) The reactants are O=P12OP3(OP(OP(O3)(O1)=O)(=O)O2)=O.[OH:15][C:16]1[CH:17]=[C:18]([CH:21]=[CH:22][C:23]=1[OH:24])[CH:19]=[O:20].[CH3:25][C:26]([CH3:28])=O.C(=O)([O-])[O-].[K+].[K+]. The catalyst is C1(C)C=CC=CC=1.O.C(OC(=O)C)C. The product is [CH3:25][C:26]1([CH3:28])[O:24][C:23]2[CH:22]=[CH:21][C:18]([CH:19]=[O:20])=[CH:17][C:16]=2[O:15]1. The yield is 0.110. (7) The reactants are [CH2:1]([O:3][C:4]([CH:6]1[CH2:11][CH2:10][CH2:9][NH:8][CH2:7]1)=[O:5])[CH3:2].C(N(CC)CC)C.[I:19][C:20]1[CH:21]=[C:22]([C:26]2[N:27]=[N:28][N:29]([CH2:31][CH2:32][CH2:33]OS(C)(=O)=O)[N:30]=2)[CH:23]=[CH:24][CH:25]=1. The catalyst is C1COCC1. The product is [CH2:1]([O:3][C:4]([CH:6]1[CH2:11][CH2:10][CH2:9][N:8]([CH2:33][CH2:32][CH2:31][N:29]2[N:28]=[N:27][C:26]([C:22]3[CH:23]=[CH:24][CH:25]=[C:20]([I:19])[CH:21]=3)=[N:30]2)[CH2:7]1)=[O:5])[CH3:2]. The yield is 0.760. (8) The reactants are Br[C:2]1[CH:3]=[C:4]2[C:9](=[CH:10][CH:11]=1)[CH:8]=[C:7]([CH2:12][CH2:13][OH:14])[CH:6]=[CH:5]2.[CH3:15][O:16][C:17]1[N:22]=[C:21]([O:23][CH3:24])[C:20](B(O)O)=[CH:19][N:18]=1.[O-]P([O-])([O-])=O.[K+].[K+].[K+].O.N. The catalyst is C(O)(C)C.O.Cl[Pd](Cl)([P](C1C=CC=CC=1)(C1C=CC=CC=1)C1C=CC=CC=1)[P](C1C=CC=CC=1)(C1C=CC=CC=1)C1C=CC=CC=1. The product is [CH3:15][O:16][C:17]1[N:22]=[C:21]([O:23][CH3:24])[C:20]([C:2]2[CH:3]=[C:4]3[C:9](=[CH:10][CH:11]=2)[CH:8]=[C:7]([CH2:12][CH2:13][OH:14])[CH:6]=[CH:5]3)=[CH:19][N:18]=1. The yield is 0.300.